Task: Regression. Given a peptide amino acid sequence and an MHC pseudo amino acid sequence, predict their binding affinity value. This is MHC class I binding data.. Dataset: Peptide-MHC class I binding affinity with 185,985 pairs from IEDB/IMGT (1) The peptide sequence is YQNEVTPEYI. The MHC is HLA-A23:01 with pseudo-sequence HLA-A23:01. The binding affinity (normalized) is 0.0573. (2) The peptide sequence is LAEQFSGEY. The MHC is HLA-B27:05 with pseudo-sequence HLA-B27:05. The binding affinity (normalized) is 0.0847. (3) The binding affinity (normalized) is 0.744. The MHC is HLA-A02:03 with pseudo-sequence HLA-A02:03. The peptide sequence is LAYYNSCMLT. (4) The peptide sequence is VMAGVGSPYV. The MHC is HLA-A02:03 with pseudo-sequence HLA-A02:03. The binding affinity (normalized) is 0.763. (5) The binding affinity (normalized) is 0.0847. The peptide sequence is ILKEHVSRY. The MHC is HLA-B07:02 with pseudo-sequence HLA-B07:02. (6) The peptide sequence is RTIILVGYM. The MHC is Mamu-A11 with pseudo-sequence Mamu-A11. The binding affinity (normalized) is 0. (7) The peptide sequence is METDFLELAM. The MHC is HLA-B40:02 with pseudo-sequence HLA-B40:02. The binding affinity (normalized) is 0.476. (8) The peptide sequence is KSVEFDMS. The MHC is H-2-Db with pseudo-sequence H-2-Db. The binding affinity (normalized) is 0. (9) The peptide sequence is TAFTIPSI. The MHC is HLA-B58:01 with pseudo-sequence HLA-B58:01. The binding affinity (normalized) is 0.271.